Task: Predict which catalyst facilitates the given reaction.. Dataset: Catalyst prediction with 721,799 reactions and 888 catalyst types from USPTO (1) Reactant: [F:1][C:2]1[CH:8]=[C:7]([O:9][C:10]2[CH:15]=[CH:14][N:13]=[C:12]([N:16](OC)[CH3:17])[CH:11]=2)[CH:6]=[CH:5][C:3]=1[NH2:4]. Product: [NH2:4][C:3]1[CH:5]=[CH:6][C:7]([O:9][C:10]2[CH:15]=[CH:14][N:13]=[C:12]([NH:16][CH3:17])[CH:11]=2)=[CH:8][C:2]=1[F:1]. The catalyst class is: 19. (2) Reactant: [CH3:1][O:2][C:3]1[N:12]=[CH:11][C:10]([C:13]2[CH:18]=[CH:17][CH:16]=[CH:15][CH:14]=2)=[CH:9][C:4]=1[C:5]([O:7][CH3:8])=[O:6].FC(F)(F)C(OO)=[O:22].NC(N)=O.FC(F)(F)C(OC(=O)C(F)(F)F)=O. Product: [CH3:1][O:2][C:3]1[N+:12]([O-:22])=[CH:11][C:10]([C:13]2[CH:18]=[CH:17][CH:16]=[CH:15][CH:14]=2)=[CH:9][C:4]=1[C:5]([O:7][CH3:8])=[O:6]. The catalyst class is: 526. (3) Reactant: Br[CH2:2][C:3]1([CH3:27])[CH2:12][C:11]2[C:6](=[C:7]3[CH2:18][C:17]([CH3:20])([CH3:19])[O:16][C:8]3=[C:9]([O:13][CH2:14][CH3:15])[CH:10]=2)[C:5]([C:21]2[CH:26]=[CH:25][CH:24]=[CH:23][CH:22]=2)=[N:4]1.[O-][C:29]#[N:30].[Na+].O. Product: [CH2:14]([O:13][C:9]1[CH:10]=[C:11]2[C:6](=[C:7]3[CH2:18][C:17]([CH3:20])([CH3:19])[O:16][C:8]=13)[C:5]([C:21]1[CH:22]=[CH:23][CH:24]=[CH:25][CH:26]=1)=[N:4][C:3]([CH3:27])([CH2:2][C:29]#[N:30])[CH2:12]2)[CH3:15]. The catalyst class is: 16. (4) Reactant: [NH2:1][CH2:2][CH2:3][C:4]1[C:12]2[C:7](=[CH:8][CH:9]=[C:10]([OH:13])[CH:11]=2)[NH:6][CH:5]=1.N1C=CN=C1.[CH:19]([Si:22](Cl)([CH:26]([CH3:28])[CH3:27])[CH:23]([CH3:25])[CH3:24])([CH3:21])[CH3:20]. Product: [CH:19]([Si:22]([CH:26]([CH3:28])[CH3:27])([CH:23]([CH3:25])[CH3:24])[O:13][C:10]1[CH:11]=[C:12]2[C:7](=[CH:8][CH:9]=1)[NH:6][CH:5]=[C:4]2[CH2:3][CH2:2][NH2:1])([CH3:21])[CH3:20]. The catalyst class is: 42. (5) Reactant: [C:1]1([CH2:7][NH:8][C@@H:9]([C:12]([OH:14])=[O:13])[CH2:10][OH:11])[CH:6]=[CH:5][CH:4]=[CH:3][CH:2]=1.C([O-])([O-])=O.[K+].[K+].Cl[CH2:22][C:23](Cl)=[O:24].[OH-].[Na+]. Product: [O:24]=[C:23]1[N:8]([CH2:7][C:1]2[CH:2]=[CH:3][CH:4]=[CH:5][CH:6]=2)[C@@H:9]([C:12]([OH:14])=[O:13])[CH2:10][O:11][CH2:22]1. The catalyst class is: 20.